Dataset: Full USPTO retrosynthesis dataset with 1.9M reactions from patents (1976-2016). Task: Predict the reactants needed to synthesize the given product. (1) Given the product [CH2:1]([NH:19][CH2:22][CH2:21][C:20]([OH:24])=[O:23])[CH2:2][CH2:3][CH2:4][CH2:5][CH2:6][CH2:7][CH2:8][CH:9]=[CH:10][CH2:11][CH2:12][CH2:13][CH2:14][CH2:15][CH2:16][CH2:17][CH3:18], predict the reactants needed to synthesize it. The reactants are: [CH2:1]([NH2:19])[CH2:2][CH2:3][CH2:4][CH2:5][CH2:6][CH2:7][CH2:8]/[CH:9]=[CH:10]\[CH2:11][CH2:12][CH2:13][CH2:14][CH2:15][CH2:16][CH2:17][CH3:18].[C:20]([OH:24])(=[O:23])[CH:21]=[CH2:22]. (2) Given the product [C:24]([N:22]1[CH:23]=[C:19]([CH2:18][NH:17][C:13]2[C:12]([C:43]3[C:52]4[C:47](=[CH:48][CH:49]=[CH:50][CH:51]=4)[CH:46]=[CH:45][CH:44]=3)=[C:11]([CH:16]=[CH:15][CH:14]=2)[C:10]([C:7]([CH3:9])([CH3:8])[CH2:6][C@@H:4]([C:3]([OH:54])=[O:2])[NH2:5])=[O:53])[N:20]=[CH:21]1)([C:25]1[CH:30]=[CH:29][CH:28]=[CH:27][CH:26]=1)([C:31]1[CH:32]=[CH:33][CH:34]=[CH:35][CH:36]=1)[C:37]1[CH:38]=[CH:39][CH:40]=[CH:41][CH:42]=1, predict the reactants needed to synthesize it. The reactants are: C[O:2][C:3](=[O:54])[C@H:4]([CH2:6][C:7]([C:10](=[O:53])[C:11]1[CH:16]=[CH:15][CH:14]=[C:13]([NH:17][CH2:18][C:19]2[N:20]=[CH:21][N:22]([C:24]([C:37]3[CH:42]=[CH:41][CH:40]=[CH:39][CH:38]=3)([C:31]3[CH:36]=[CH:35][CH:34]=[CH:33][CH:32]=3)[C:25]3[CH:30]=[CH:29][CH:28]=[CH:27][CH:26]=3)[CH:23]=2)[C:12]=1[C:43]1[C:52]2[C:47](=[CH:48][CH:49]=[CH:50][CH:51]=2)[CH:46]=[CH:45][CH:44]=1)([CH3:9])[CH3:8])[NH2:5].[Li+].[OH-].